Dataset: Full USPTO retrosynthesis dataset with 1.9M reactions from patents (1976-2016). Task: Predict the reactants needed to synthesize the given product. (1) Given the product [CH2:1]([N:8]1[CH2:9][CH2:10][N:11]([CH:14]2[CH2:19][CH2:18][CH:17]([CH2:20][CH2:21][N:23]([CH3:24])[CH3:25])[CH2:16][CH2:15]2)[CH2:12][CH2:13]1)[C:2]1[CH:3]=[CH:4][CH:5]=[CH:6][CH:7]=1, predict the reactants needed to synthesize it. The reactants are: [CH2:1]([N:8]1[CH2:13][CH2:12][N:11]([CH:14]2[CH2:19][CH2:18][CH:17]([CH2:20][C:21]([N:23]([CH3:25])[CH3:24])=O)[CH2:16][CH2:15]2)[CH2:10][CH2:9]1)[C:2]1[CH:7]=[CH:6][CH:5]=[CH:4][CH:3]=1.[H-].[H-].[H-].[H-].[Li+].[Al+3]. (2) Given the product [O:2]=[CH:3][CH2:4][CH:5]1[CH2:9][C:8]2[CH:10]=[C:11]([C:14]3[CH:21]=[CH:20][C:17]([C:18]#[N:19])=[CH:16][CH:15]=3)[CH:12]=[CH:13][C:7]=2[O:6]1, predict the reactants needed to synthesize it. The reactants are: C[O:2]/[CH:3]=[CH:4]/[CH:5]1[CH2:9][C:8]2[CH:10]=[C:11]([C:14]3[CH:21]=[CH:20][C:17]([C:18]#[N:19])=[CH:16][CH:15]=3)[CH:12]=[CH:13][C:7]=2[O:6]1.O.C1(C)C=CC(S(O)(=O)=O)=CC=1. (3) Given the product [NH:18]1[CH:20]=[N:2][C:1]([C:4]2[CH:5]=[C:6]([CH:10]=[C:11]([C:13]([F:16])([F:15])[F:14])[CH:12]=2)[C:7]([NH2:9])=[O:17])=[N:19]1, predict the reactants needed to synthesize it. The reactants are: [C:1]([C:4]1[CH:5]=[C:6]([CH:10]=[C:11]([C:13]([F:16])([F:15])[F:14])[CH:12]=1)[C:7]([NH2:9])=O)(=S)[NH2:2].[OH2:17].[NH2:18][NH2:19].[C:20](OCC)(=O)C.CCCCCC.C(O)=O. (4) Given the product [Br:8][C:9]1[C:10]([CH3:16])=[N:11][C:12]([O:5][CH2:4][CH2:3][O:2][CH3:1])=[CH:13][CH:14]=1, predict the reactants needed to synthesize it. The reactants are: [CH3:1][O:2][CH2:3][CH2:4][OH:5].[H-].[Na+].[Br:8][C:9]1[C:10]([CH3:16])=[N:11][C:12](Cl)=[CH:13][CH:14]=1. (5) Given the product [CH2:19]([O:18][C:16](=[O:17])[C:15]([CH3:22])([O:13][C:9]1[CH:10]=[CH:11][CH:12]=[C:7]([C:3]2[CH:2]=[N:1][CH:6]=[CH:5][CH:4]=2)[CH:8]=1)[CH3:21])[CH3:20], predict the reactants needed to synthesize it. The reactants are: [N:1]1[CH:6]=[CH:5][CH:4]=[C:3]([C:7]2[CH:8]=[C:9]([OH:13])[CH:10]=[CH:11][CH:12]=2)[CH:2]=1.Br[C:15]([CH3:22])([CH3:21])[C:16]([O:18][CH2:19][CH3:20])=[O:17].C([O-])([O-])=O.[K+].[K+]. (6) Given the product [Cl:21][C:19]1[CH:20]=[C:15]([C:14]2[CH:13]=[CH:12][C:4]([C:5]([NH:7][S:8]([CH3:11])(=[O:10])=[O:9])=[O:6])=[CH:3][C:2]=2[C:34]2[C:29]([O:28][CH3:27])=[N:30][CH:31]=[CH:32][C:33]=2[CH3:38])[CH:16]=[N:17][C:18]=1[O:22][CH2:23][CH:24]([CH3:26])[CH3:25], predict the reactants needed to synthesize it. The reactants are: Br[C:2]1[CH:3]=[C:4]([CH:12]=[CH:13][C:14]=1[C:15]1[CH:16]=[N:17][C:18]([O:22][CH2:23][CH:24]([CH3:26])[CH3:25])=[C:19]([Cl:21])[CH:20]=1)[C:5]([NH:7][S:8]([CH3:11])(=[O:10])=[O:9])=[O:6].[CH3:27][O:28][C:29]1[C:34](B(O)O)=[C:33]([CH3:38])[CH:32]=[CH:31][N:30]=1.P([O-])([O-])([O-])=O.[K+].[K+].[K+].O1CCOCC1. (7) The reactants are: [NH2:1][C:2]1[N:10]=[CH:9][CH:8]=[CH:7][C:3]=1[C:4]([NH2:6])=[O:5].[Br:11][CH2:12][C:13]1[CH:18]=[CH:17][CH:16]=[C:15]([Cl:19])[CH:14]=1. Given the product [BrH:11].[Cl:19][C:15]1[CH:14]=[C:13]([CH:18]=[CH:17][CH:16]=1)[CH2:12][N:10]1[CH:9]=[CH:8][CH:7]=[C:3]([C:4]([NH2:6])=[O:5])[C:2]1=[NH:1], predict the reactants needed to synthesize it. (8) Given the product [CH3:27][O:26][C:6]1[CH:7]=[C:8]2[C:13](=[CH:14][CH:5]=1)[N:12]=[CH:11][N:10]=[C:9]2[O:15][C:16]1[CH:17]=[C:18]2[C:22](=[CH:23][CH:24]=1)[NH:21][C:20]([CH3:25])=[CH:19]2, predict the reactants needed to synthesize it. The reactants are: O1CC1CO[C:5]1[CH:14]=[C:13]2[C:8]([C:9]([O:15][C:16]3[CH:17]=[C:18]4[C:22](=[CH:23][CH:24]=3)[NH:21][C:20]([CH3:25])=[CH:19]4)=[N:10][CH:11]=[N:12]2)=[CH:7][C:6]=1[O:26][CH3:27].C(N)(C)C.